Dataset: Forward reaction prediction with 1.9M reactions from USPTO patents (1976-2016). Task: Predict the product of the given reaction. (1) Given the reactants [CH3:1][O:2][C:3]1[CH:4]=[C:5]2[C:10](=[CH:11][CH:12]=1)[N:9]([S:13]([C:16]1[CH:24]=[CH:23][C:19]([C:20]([OH:22])=O)=[CH:18][CH:17]=1)(=[O:15])=[O:14])[CH2:8][CH2:7][CH2:6]2.[N:25]1[CH:30]=[CH:29][CH:28]=[CH:27][C:26]=1[C:31]1[N:32]=[C:33]([NH2:36])[S:34][CH:35]=1, predict the reaction product. The product is: [CH3:1][O:2][C:3]1[CH:4]=[C:5]2[C:10](=[CH:11][CH:12]=1)[N:9]([S:13]([C:16]1[CH:24]=[CH:23][C:19]([C:20]([NH:36][C:33]3[S:34][CH:35]=[C:31]([C:26]4[CH:27]=[CH:28][CH:29]=[CH:30][N:25]=4)[N:32]=3)=[O:22])=[CH:18][CH:17]=1)(=[O:15])=[O:14])[CH2:8][CH2:7][CH2:6]2. (2) Given the reactants [Cl:1][C:2]1[CH:3]=[C:4]2[C:8](=[CH:9][CH:10]=1)[NH:7][C:6](=[O:11])[CH2:5]2.[CH2:12]([N:14]([CH2:29][CH3:30])[CH2:15][CH2:16][NH:17][C:18]([C:20]1[C:24]([CH3:25])=[C:23]([CH:26]=O)[NH:22][C:21]=1[CH3:28])=[O:19])[CH3:13], predict the reaction product. The product is: [CH2:29]([N:14]([CH2:12][CH3:13])[CH2:15][CH2:16][NH:17][C:18]([C:20]1[C:24]([CH3:25])=[C:23]([CH:26]=[C:5]2[C:4]3[C:8](=[CH:9][CH:10]=[C:2]([Cl:1])[CH:3]=3)[NH:7][C:6]2=[O:11])[NH:22][C:21]=1[CH3:28])=[O:19])[CH3:30]. (3) Given the reactants [N:1]12[CH2:10][CH:5]3[CH2:6][CH:7]([CH2:9][CH:3]([C@@H:4]3[NH2:11])[CH2:2]1)[CH2:8]2.[F:12][C:13]1[CH:14]=[C:15]([CH:19]=[CH:20][CH:21]=1)[C:16](O)=[O:17].N, predict the reaction product. The product is: [N:1]12[CH2:10][CH:5]3[CH2:6][CH:7]([CH2:9][CH:3]([C@@H:4]3[NH:11][C:16](=[O:17])[C:15]3[CH:19]=[CH:20][CH:21]=[C:13]([F:12])[CH:14]=3)[CH2:2]1)[CH2:8]2. (4) Given the reactants [N:1]1([C:6]2[N:11]=[CH:10][C:9]([C:12]([O:14]C)=[O:13])=[C:8]([C:16]([F:19])([F:18])[F:17])[CH:7]=2)[CH2:5][CH2:4][CH2:3][CH2:2]1.[OH-].[K+], predict the reaction product. The product is: [N:1]1([C:6]2[N:11]=[CH:10][C:9]([C:12]([OH:14])=[O:13])=[C:8]([C:16]([F:19])([F:17])[F:18])[CH:7]=2)[CH2:5][CH2:4][CH2:3][CH2:2]1. (5) Given the reactants Br[C:2]1[N:7]=[CH:6][C:5]([CH2:8][NH:9][CH2:10][CH2:11][CH:12]2[CH2:17][CH2:16][CH2:15][CH2:14][CH2:13]2)=[CH:4][CH:3]=1.[Cl:18][C:19]1[CH:24]=[CH:23][C:22]([C:25]#[N:26])=[CH:21][C:20]=1B(O)O, predict the reaction product. The product is: [Cl:18][C:19]1[CH:24]=[CH:23][C:22]([C:25]#[N:26])=[CH:21][C:20]=1[C:2]1[CH:3]=[CH:4][C:5]([CH2:8][NH:9][CH2:10][CH2:11][CH:12]2[CH2:17][CH2:16][CH2:15][CH2:14][CH2:13]2)=[CH:6][N:7]=1. (6) The product is: [F:18][C:19]1[CH:26]=[CH:25][CH:24]=[CH:23][C:20]=1[CH2:21][N:12]([CH2:21][C:20]1[CH:23]=[CH:24][CH:25]=[CH:26][C:19]=1[F:18])[C:10]1[N:11]=[C:6]([C:2]2[O:1][CH:5]=[CH:4][CH:3]=2)[C:7]2[N:15]=[N:14][N:13]([CH2:21][C:20]3[CH:23]=[CH:24][CH:25]=[CH:26][C:19]=3[F:18])[C:8]=2[N:9]=1. Given the reactants [O:1]1[CH:5]=[CH:4][CH:3]=[C:2]1[C:6]1[C:7]2[NH:15][N:14]=[N:13][C:8]=2[N:9]=[C:10]([NH2:12])[N:11]=1.[H-].[Na+].[F:18][C:19]1[CH:26]=[CH:25][CH:24]=[CH:23][C:20]=1[CH2:21]Br, predict the reaction product.